This data is from Reaction yield outcomes from USPTO patents with 853,638 reactions. The task is: Predict the reaction yield, written as a fraction of the theoretical maximum amount of product (1.0 means a 100% yield; for example, 0.34 means a 34% yield). (1) The reactants are [CH3:1][C:2]1([CH3:16])[C:6]([CH3:8])([CH3:7])[O:5][B:4]([C:9]2[CH:15]=[CH:14][C:12]([NH2:13])=[CH:11][CH:10]=2)[O:3]1.[CH2:17]([C:19]1[O:20][C:21]([C:25](O)=[O:26])=[C:22]([CH3:24])[N:23]=1)[CH3:18].CCN(C(C)C)C(C)C.CN(C(ON1N=NC2C=CC=NC1=2)=[N+](C)C)C.F[P-](F)(F)(F)(F)F. The catalyst is CN(C=O)C.[Cl-].[Na+].O.O. The product is [CH2:17]([C:19]1[O:20][C:21]([C:25]([NH:13][C:12]2[CH:14]=[CH:15][C:9]([B:4]3[O:3][C:2]([CH3:16])([CH3:1])[C:6]([CH3:7])([CH3:8])[O:5]3)=[CH:10][CH:11]=2)=[O:26])=[C:22]([CH3:24])[N:23]=1)[CH3:18]. The yield is 0.520. (2) The reactants are [NH2:1][C:2]1[C:10]2[C:9]([C:11]3[CH:16]=[CH:15][C:14]([Cl:17])=[C:13]([Cl:18])[CH:12]=3)=[N:8][C:7](S(C)=O)=[N:6][C:5]=2[S:4][C:3]=1[C:22]([NH2:24])=[O:23].[NH2:25][CH:26]([CH3:29])[CH2:27][OH:28]. The catalyst is CS(C)=O. The product is [NH2:1][C:2]1[C:10]2[C:9]([C:11]3[CH:16]=[CH:15][C:14]([Cl:17])=[C:13]([Cl:18])[CH:12]=3)=[N:8][C:7]([NH:25][CH:26]([CH3:29])[CH2:27][OH:28])=[N:6][C:5]=2[S:4][C:3]=1[C:22]([NH2:24])=[O:23]. The yield is 0.180. (3) The reactants are CC[C:3]1[C:8]([C:9]#[N:10])=[C:7]([NH:11][CH2:12][C:13]([OH:15])=[O:14])[CH:6]=[CH:5][N:4]=1.[O-][CH2:17][CH3:18].[Na+]. The catalyst is CCO.O. The product is [CH2:17]([O:15][C:13]([C:12]1[NH:11][C:7]2[CH:6]=[CH:5][N:4]=[CH:3][C:8]=2[C:9]=1[NH2:10])=[O:14])[CH3:18]. The yield is 0.550. (4) The reactants are [N:1]1[C:6]([C:7]([O:9]C)=[O:8])=[CH:5][CH:4]=[CH:3][C:2]=1[C:11]([O:13][CH3:14])=[O:12].[OH-].[K+:16]. The catalyst is CO. The product is [K+:16].[CH3:14][O:13][C:11]([C:2]1[N:1]=[C:6]([C:7]([O-:9])=[O:8])[CH:5]=[CH:4][CH:3]=1)=[O:12]. The yield is 0.790. (5) The reactants are C[C:2](C)([O-:4])C.[K+].[CH:7]1[CH:12]=[N:11][CH:10]=[C:9](CO)[CH:8]=1.[C:15]([O:19][C:20](=[O:34])[NH:21][CH:22]1[CH2:26][CH2:25][N:24]([C:27]2[C:32](Cl)=[N:31][CH:30]=[CH:29][N:28]=2)[CH2:23]1)([CH3:18])([CH3:17])[CH3:16]. The catalyst is C(O)(C)(C)C. The product is [C:15]([O:19][C:20](=[O:34])[NH:21][CH:22]1[CH2:26][CH2:25][N:24]([C:27]2[C:32]([O:4][CH2:2][C:8]3[CH:7]=[CH:12][N:11]=[CH:10][CH:9]=3)=[N:31][CH:30]=[CH:29][N:28]=2)[CH2:23]1)([CH3:18])([CH3:17])[CH3:16]. The yield is 0.120. (6) The reactants are [CH2:1]([C:9]1[CH:14]=[CH:13][C:12]([CH:15]2[O:19][CH2:18][CH:17]([OH:20])[CH2:16]2)=[CH:11][CH:10]=1)[CH2:2][CH2:3][CH2:4][CH2:5][CH2:6][CH2:7][CH3:8].C1C=C[NH+]=CC=1.[O-][Cr](Cl)(=O)=O. The catalyst is ClCCl. The product is [CH2:1]([C:9]1[CH:10]=[CH:11][C:12]([CH:15]2[O:19][CH2:18][C:17](=[O:20])[CH2:16]2)=[CH:13][CH:14]=1)[CH2:2][CH2:3][CH2:4][CH2:5][CH2:6][CH2:7][CH3:8]. The yield is 0.850. (7) The product is [C:24]([S:26][CH:6]1[CH2:7][N:8]([C:10]2[S:11][CH:12]=[C:13]([C:15]([N:17]3[CH2:18][CH2:19][N:20]([CH3:23])[CH2:21][CH2:22]3)=[O:16])[N:14]=2)[CH2:9]1)(=[O:27])[CH3:25]. The yield is 0.510. The reactants are CS(O[CH:6]1[CH2:9][N:8]([C:10]2[S:11][CH:12]=[C:13]([C:15]([N:17]3[CH2:22][CH2:21][N:20]([CH3:23])[CH2:19][CH2:18]3)=[O:16])[N:14]=2)[CH2:7]1)(=O)=O.[C:24]([O-:27])(=[S:26])[CH3:25].[K+]. The catalyst is CN(C)C=O.